This data is from Forward reaction prediction with 1.9M reactions from USPTO patents (1976-2016). The task is: Predict the product of the given reaction. (1) Given the reactants N#N.Cl[CH2:4][C:5]1[O:6][CH:7]=[C:8]([C:10]([O:12][CH3:13])=[O:11])[N:9]=1.[C:14]([O:17]C(=O)C)(=[O:16])[CH3:15].C([O-])(=O)C.[Na+].C(=O)([O-])[O-].[Na+].[Na+], predict the reaction product. The product is: [C:14]([O:17][CH2:4][C:5]1[O:6][CH:7]=[C:8]([C:10]([O:12][CH3:13])=[O:11])[N:9]=1)(=[O:16])[CH3:15]. (2) Given the reactants [Cl:1][C:2]1[CH:7]=[CH:6][C:5]([N+:8]([O-])=O)=[CH:4][C:3]=1[C:11]1[S:12][C:13]2[CH:19]=[CH:18][C:17]([C:20]([F:23])([F:22])[F:21])=[CH:16][C:14]=2[N:15]=1.Cl, predict the reaction product. The product is: [Cl:1][C:2]1[CH:7]=[CH:6][C:5]([NH2:8])=[CH:4][C:3]=1[C:11]1[S:12][C:13]2[CH:19]=[CH:18][C:17]([C:20]([F:22])([F:21])[F:23])=[CH:16][C:14]=2[N:15]=1. (3) Given the reactants C(OC(=O)[NH:7][CH2:8][C:9](=[O:35])[NH:10][C:11]1[CH:16]=[CH:15][CH:14]=[C:13]([NH:17][C:18](=[O:34])[C:19]([N:21]2[CH2:26][CH2:25][CH:24]([CH2:27][C:28]3[CH:33]=[CH:32][CH:31]=[CH:30][CH:29]=3)[CH2:23][CH2:22]2)=[O:20])[CH:12]=1)(C)(C)C.[ClH:37], predict the reaction product. The product is: [ClH:37].[NH2:7][CH2:8][C:9]([NH:10][C:11]1[CH:12]=[C:13]([NH:17][C:18](=[O:34])[C:19]([N:21]2[CH2:22][CH2:23][CH:24]([CH2:27][C:28]3[CH:33]=[CH:32][CH:31]=[CH:30][CH:29]=3)[CH2:25][CH2:26]2)=[O:20])[CH:14]=[CH:15][CH:16]=1)=[O:35]. (4) Given the reactants [C:1]([N:8]([CH2:16][C:17]1[CH:22]=[CH:21][C:20]([CH2:23][C:24]([O:26]C)=[O:25])=[CH:19][CH:18]=1)[CH2:9][C:10]1[CH:15]=[CH:14][CH:13]=[CH:12][N:11]=1)([O:3][C:4]([CH3:7])([CH3:6])[CH3:5])=[O:2].[OH-].[Na+], predict the reaction product. The product is: [C:1]([N:8]([CH2:16][C:17]1[CH:18]=[CH:19][C:20]([CH2:23][C:24]([OH:26])=[O:25])=[CH:21][CH:22]=1)[CH2:9][C:10]1[CH:15]=[CH:14][CH:13]=[CH:12][N:11]=1)([O:3][C:4]([CH3:7])([CH3:6])[CH3:5])=[O:2]. (5) Given the reactants C[O-].[Na+].C([O:7][C@@H:8]1[C@H:13]([O:14][CH2:15][C:16]2[CH:21]=[CH:20][CH:19]=[CH:18][CH:17]=2)[C@@H:12]([O:22][CH2:23][C:24]2[CH:29]=[CH:28][CH:27]=[CH:26][CH:25]=2)[C@H:11]([CH3:30])[O:10][C@H:9]1[O:31][C@@H:32]1[C@H:41]([O:42][CH2:43][C:44]2[CH:49]=[CH:48][CH:47]=[CH:46][CH:45]=2)[C@@H:40]([O:50][CH2:51][C:52]2[CH:57]=[CH:56][CH:55]=[CH:54][CH:53]=2)[C@H:39]([CH3:58])[O:38][C@H:33]1[O:34][CH2:35][CH:36]=[CH2:37])(=O)C, predict the reaction product. The product is: [CH2:15]([O:14][C@@H:13]1[C@@H:12]([O:22][CH2:23][C:24]2[CH:25]=[CH:26][CH:27]=[CH:28][CH:29]=2)[C@H:11]([CH3:30])[O:10][C@@H:9]([O:31][C@@H:32]2[C@H:41]([O:42][CH2:43][C:44]3[CH:45]=[CH:46][CH:47]=[CH:48][CH:49]=3)[C@@H:40]([O:50][CH2:51][C:52]3[CH:53]=[CH:54][CH:55]=[CH:56][CH:57]=3)[C@H:39]([CH3:58])[O:38][C@H:33]2[O:34][CH2:35][CH:36]=[CH2:37])[C@@H:8]1[OH:7])[C:16]1[CH:17]=[CH:18][CH:19]=[CH:20][CH:21]=1. (6) Given the reactants Cl.CCOC(C)=O.[Si]([O:15][C@H:16]1[C@H:20]2[O:21][CH2:22][CH:23]([CH2:24][C:25]3[NH:33][C:32]4[C:27](=[N:28][C:29]([C:34]5[CH:39]=[CH:38][C:37]([C:40]6([CH2:43][OH:44])[CH2:42][CH2:41]6)=[CH:36][CH:35]=5)=[CH:30][CH:31]=4)[CH:26]=3)[C@H:19]2[O:18][CH2:17]1)(C(C)(C)C)(C)C, predict the reaction product. The product is: [OH:44][CH2:43][C:40]1([C:37]2[CH:38]=[CH:39][C:34]([C:29]3[N:28]=[C:27]4[CH:26]=[C:25]([CH2:24][CH:23]5[C@H:19]6[O:18][CH2:17][C@@H:16]([OH:15])[C@H:20]6[O:21][CH2:22]5)[NH:33][C:32]4=[CH:31][CH:30]=3)=[CH:35][CH:36]=2)[CH2:41][CH2:42]1. (7) Given the reactants [CH3:1][C@@H:2]([O:6][C:7]1[CH:8]=[CH:9][C:10]2[CH2:11][N:12](C(OC(C)(C)C)=O)[CH2:13][CH2:14][O:15][C:16]=2[N:17]=1)[CH:3]([CH3:5])[CH3:4].[ClH:25].C(OCC)(=O)C, predict the reaction product. The product is: [ClH:25].[CH3:1][C@@H:2]([O:6][C:7]1[CH:8]=[CH:9][C:10]2[CH2:11][NH:12][CH2:13][CH2:14][O:15][C:16]=2[N:17]=1)[CH:3]([CH3:4])[CH3:5].